From a dataset of Catalyst prediction with 721,799 reactions and 888 catalyst types from USPTO. Predict which catalyst facilitates the given reaction. (1) Reactant: CS(C)=O.[H-].[Na+].[I-].[CH3:8][S+](C)C.[CH2:12]([N:19]1[C:27]2[C:22](=[CH:23][CH:24]=[C:25]([N+:28]([O-:30])=[O:29])[CH:26]=2)[C:21]([C:31](=[O:36])[C:32]([F:35])([F:34])[F:33])=[CH:20]1)[C:13]1[CH:18]=[CH:17][CH:16]=[CH:15][CH:14]=1. Product: [CH2:12]([N:19]1[C:27]2[C:22](=[CH:23][CH:24]=[C:25]([N+:28]([O-:30])=[O:29])[CH:26]=2)[C:21]([C:31]2([C:32]([F:35])([F:33])[F:34])[CH2:8][O:36]2)=[CH:20]1)[C:13]1[CH:14]=[CH:15][CH:16]=[CH:17][CH:18]=1. The catalyst class is: 132. (2) Reactant: C[O:2][C:3]1[CH:36]=[CH:35][C:6]([CH2:7][CH2:8][C:9]2[CH:14]=[CH:13][CH:12]=[CH:11][C:10]=2[C:15]2[N:20]=[C:19]([N:21]3[C:25]([C:26]([F:29])([F:28])[F:27])=[C:24]([C:30]([O:32][CH2:33][CH3:34])=[O:31])[CH:23]=[N:22]3)[CH:18]=[CH:17][CH:16]=2)=[C:5]([CH3:37])[CH:4]=1.B(Br)(Br)Br. Product: [OH:2][C:3]1[CH:36]=[CH:35][C:6]([CH2:7][CH2:8][C:9]2[CH:14]=[CH:13][CH:12]=[CH:11][C:10]=2[C:15]2[N:20]=[C:19]([N:21]3[C:25]([C:26]([F:29])([F:28])[F:27])=[C:24]([C:30]([O:32][CH2:33][CH3:34])=[O:31])[CH:23]=[N:22]3)[CH:18]=[CH:17][CH:16]=2)=[C:5]([CH3:37])[CH:4]=1. The catalyst class is: 4. (3) Reactant: Cl([O-])=O.[Na+].[OH2:5].O.P([O-])(O)(O)=O.[Na+].[Cl:13][C:14]1[N:15]=[C:16]2[N:20]([C:21]=1[CH:22]=[O:23])[CH:19]=[CH:18][S:17]2. Product: [Cl:13][C:14]1[N:15]=[C:16]2[N:20]([C:21]=1[C:22]([OH:5])=[O:23])[CH:19]=[CH:18][S:17]2. The catalyst class is: 878. (4) The catalyst class is: 14. Reactant: [CH3:1][C:2]1[N:7]=[C:6]([C:8]([O:10]C)=[O:9])[C:5]([C:12]2[O:16][N:15]=[C:14]([CH3:17])[CH:13]=2)=[CH:4][CH:3]=1.O.[Li+:19].[OH-]. Product: [Li+:19].[CH3:1][C:2]1[N:7]=[C:6]([C:8]([O-:10])=[O:9])[C:5]([C:12]2[O:16][N:15]=[C:14]([CH3:17])[CH:13]=2)=[CH:4][CH:3]=1. (5) Reactant: [Cl:1][C:2]1[CH:7]=[C:6]([Cl:8])[CH:5]=[CH:4][C:3]=1[C:9]1[N:14]=[C:13](O)[N:12]2[N:16]=[CH:17][N:18]=[C:11]2[CH:10]=1.P(Cl)(Cl)([Cl:21])=O. Product: [Cl:21][C:13]1[N:12]2[N:16]=[CH:17][N:18]=[C:11]2[CH:10]=[C:9]([C:3]2[CH:4]=[CH:5][C:6]([Cl:8])=[CH:7][C:2]=2[Cl:1])[N:14]=1. The catalyst class is: 572.